This data is from Reaction yield outcomes from USPTO patents with 853,638 reactions. The task is: Predict the reaction yield, written as a fraction of the theoretical maximum amount of product (1.0 means a 100% yield; for example, 0.34 means a 34% yield). The reactants are [CH:1]([NH:4][C:5]([C:7]1[C:15]2[C:10](=[N:11][CH:12]=[C:13](Br)[N:14]=2)[N:9]([CH2:17][O:18][CH2:19][CH2:20][Si:21]([CH3:24])([CH3:23])[CH3:22])[CH:8]=1)=[O:6])([CH3:3])[CH3:2].[C:25]([O:29][C:30](=[O:42])[NH:31][C@H:32]1[C:40]2[C:35](=[CH:36][CH:37]=[C:38]([OH:41])[CH:39]=2)[CH2:34][CH2:33]1)([CH3:28])([CH3:27])[CH3:26].[O-]P([O-])([O-])=O.[K+].[K+].[K+].C(P(C(C)(C)C)C1C=CC=CC=1C1C=CC=CC=1N(C)C)(C)(C)C. The catalyst is C1(C)C=CC=CC=1.CC([O-])=O.CC([O-])=O.[Pd+2]. The product is [C:25]([O:29][C:30](=[O:42])[NH:31][C@H:32]1[C:40]2[C:35](=[CH:36][CH:37]=[C:38]([O:41][C:13]3[N:14]=[C:15]4[C:7]([C:5](=[O:6])[NH:4][CH:1]([CH3:3])[CH3:2])=[CH:8][N:9]([CH2:17][O:18][CH2:19][CH2:20][Si:21]([CH3:24])([CH3:23])[CH3:22])[C:10]4=[N:11][CH:12]=3)[CH:39]=2)[CH2:34][CH2:33]1)([CH3:28])([CH3:26])[CH3:27]. The yield is 0.650.